Dataset: Forward reaction prediction with 1.9M reactions from USPTO patents (1976-2016). Task: Predict the product of the given reaction. (1) Given the reactants [CH2:1]([O:8][C:9]1[C:14]([O:15][CH3:16])=[CH:13][C:12]([C:17]([N:19]2[CH2:24][CH2:23][N:22]([C:25]3[N:30]=[CH:29][CH:28]=[CH:27][N:26]=3)[CH2:21][CH2:20]2)=[O:18])=[C:11]([N+:31]([O-])=O)[CH:10]=1)[C:2]1[CH:7]=[CH:6][CH:5]=[CH:4][CH:3]=1.O.O.Cl[Sn]Cl, predict the reaction product. The product is: [NH2:31][C:11]1[CH:10]=[C:9]([O:8][CH2:1][C:2]2[CH:7]=[CH:6][CH:5]=[CH:4][CH:3]=2)[C:14]([O:15][CH3:16])=[CH:13][C:12]=1[C:17]([N:19]1[CH2:20][CH2:21][N:22]([C:25]2[N:26]=[CH:27][CH:28]=[CH:29][N:30]=2)[CH2:23][CH2:24]1)=[O:18]. (2) Given the reactants [S:1]1[C:5]([CH:6]=[O:7])=[CH:4][C:3]2[CH:8]=[CH:9][CH:10]=[CH:11][C:2]1=2.C[Si]([C:16]#[N:17])(C)C.[Cl:18]CCl, predict the reaction product. The product is: [ClH:18].[NH2:17][CH2:16][CH:6]([C:5]1[S:1][C:2]2[CH:11]=[CH:10][CH:9]=[CH:8][C:3]=2[CH:4]=1)[OH:7]. (3) Given the reactants [Cl:1][C:2]1[C:10]2[N:9]=[C:8]3[N:11]([C:15]4[CH:20]=[CH:19][C:18]([O:21][CH3:22])=[CH:17][C:16]=4[Cl:23])[CH2:12][CH2:13][CH2:14][N:7]3[C:6]=2[C:5]([CH:24]([O:27][CH:28]=[CH2:29])[CH2:25][CH3:26])=[CH:4][CH:3]=1.[CH2:30]([Zn]CC)C.ICI.[Cl-].[NH4+], predict the reaction product. The product is: [Cl:1][C:2]1[C:10]2[N:9]=[C:8]3[N:11]([C:15]4[CH:20]=[CH:19][C:18]([O:21][CH3:22])=[CH:17][C:16]=4[Cl:23])[CH2:12][CH2:13][CH2:14][N:7]3[C:6]=2[C:5]([CH:24]([O:27][CH:28]2[CH2:30][CH2:29]2)[CH2:25][CH3:26])=[CH:4][CH:3]=1. (4) Given the reactants [C:1]1([CH3:14])[CH:6]=[CH:5][CH:4]=[C:3]([N:7]2[C:11]([C:12]#[N:13])=[CH:10][N:9]=[CH:8]2)[CH:2]=1.[F:15][C:16]([F:23])([F:22])[S:17]([O:20]C)(=[O:19])=[O:18], predict the reaction product. The product is: [F:15][C:16]([F:23])([F:22])[S:17]([O-:20])(=[O:19])=[O:18].[C:12]([C:11]1[N:7]([C:3]2[CH:2]=[C:1]([CH3:14])[CH:6]=[CH:5][CH:4]=2)[CH:8]=[N+:9]([CH3:16])[CH:10]=1)#[N:13].